Dataset: Full USPTO retrosynthesis dataset with 1.9M reactions from patents (1976-2016). Task: Predict the reactants needed to synthesize the given product. (1) The reactants are: C(OC(=O)[NH:7][CH:8]1[CH2:13][CH2:12][N:11]([CH2:14][C@@H:15]([N:17]2[CH2:22][CH2:21][CH:20]([OH:23])[CH2:19][CH2:18]2)[CH3:16])[CH2:10][CH2:9]1)(C)(C)C.[ClH:25].O1CCOCC1.Cl.Cl.Cl.CC1CCN(CCN2CCC(N)CC2)CC1. Given the product [ClH:25].[ClH:25].[ClH:25].[NH2:7][CH:8]1[CH2:9][CH2:10][N:11]([CH2:14][C@@H:15]([N:17]2[CH2:18][CH2:19][CH:20]([OH:23])[CH2:21][CH2:22]2)[CH3:16])[CH2:12][CH2:13]1, predict the reactants needed to synthesize it. (2) Given the product [N:3]1[CH:4]=[CH:5][CH:6]=[CH:7][C:2]=1[C:13]1[N:17]2[CH:18]=[CH:19][C:20]([C:22]([F:23])([F:24])[F:25])=[N:21][C:16]2=[N:15][CH:14]=1, predict the reactants needed to synthesize it. The reactants are: Cl[C:2]1[CH:7]=[CH:6][CH:5]=[CH:4][N:3]=1.C([Sn](CCCC)(CCCC)[C:13]1[N:17]2[CH:18]=[CH:19][C:20]([C:22]([F:25])([F:24])[F:23])=[N:21][C:16]2=[N:15][CH:14]=1)CCC.